From a dataset of Peptide-MHC class II binding affinity with 134,281 pairs from IEDB. Regression. Given a peptide amino acid sequence and an MHC pseudo amino acid sequence, predict their binding affinity value. This is MHC class II binding data. (1) The peptide sequence is LENDNQLLYNYPGAL. The MHC is HLA-DPA10201-DPB10101 with pseudo-sequence HLA-DPA10201-DPB10101. The binding affinity (normalized) is 0.348. (2) The peptide sequence is ITEADLDDEQEILNY. The MHC is DRB3_0101 with pseudo-sequence DRB3_0101. The binding affinity (normalized) is 0. (3) The peptide sequence is DKGPGFVVTGRVYCD. The MHC is HLA-DQA10401-DQB10402 with pseudo-sequence HLA-DQA10401-DQB10402. The binding affinity (normalized) is 0.138. (4) The peptide sequence is RQHGSEEWEPLTKKG. The MHC is DRB1_1501 with pseudo-sequence DRB1_1501. The binding affinity (normalized) is 0. (5) The peptide sequence is GAYFVSSGKYEGGNI. The MHC is HLA-DQA10401-DQB10402 with pseudo-sequence HLA-DQA10401-DQB10402. The binding affinity (normalized) is 0.0121. (6) The peptide sequence is YSINNVMDEIDFFEK. The MHC is HLA-DQA10501-DQB10301 with pseudo-sequence HLA-DQA10501-DQB10301. The binding affinity (normalized) is 0.118. (7) The peptide sequence is SRKECPFSNRVWNSF. The MHC is DRB3_0301 with pseudo-sequence DRB3_0301. The binding affinity (normalized) is 0.489.